This data is from Peptide-MHC class I binding affinity with 185,985 pairs from IEDB/IMGT. The task is: Regression. Given a peptide amino acid sequence and an MHC pseudo amino acid sequence, predict their binding affinity value. This is MHC class I binding data. (1) The peptide sequence is FANDKFTLV. The MHC is HLA-A68:02 with pseudo-sequence HLA-A68:02. The binding affinity (normalized) is 0.708. (2) The peptide sequence is IHDFVDKTL. The MHC is HLA-B27:05 with pseudo-sequence HLA-B27:05. The binding affinity (normalized) is 0.0847. (3) The peptide sequence is EMYPRHRYSK. The MHC is HLA-A03:01 with pseudo-sequence HLA-A03:01. The binding affinity (normalized) is 0.553. (4) The peptide sequence is SSECQGEML. The MHC is HLA-B07:02 with pseudo-sequence HLA-B07:02. The binding affinity (normalized) is 0.0847. (5) The peptide sequence is NSNINVINY. The MHC is HLA-A69:01 with pseudo-sequence HLA-A69:01. The binding affinity (normalized) is 0.0847. (6) The peptide sequence is YQRALHTSI. The MHC is HLA-A26:03 with pseudo-sequence HLA-A26:03. The binding affinity (normalized) is 0.0847.